Dataset: Catalyst prediction with 721,799 reactions and 888 catalyst types from USPTO. Task: Predict which catalyst facilitates the given reaction. (1) Reactant: [N+:1]([C:4]1[O:8][C:7]([C:9](Cl)=[O:10])=[CH:6][CH:5]=1)([O-:3])=[O:2].[C:12]1([N:18]2[CH2:23][CH2:22][NH:21][CH2:20][CH2:19]2)[CH:17]=[CH:16][CH:15]=[CH:14][CH:13]=1. Product: [N+:1]([C:4]1[O:8][C:7]([C:9]([N:21]2[CH2:22][CH2:23][N:18]([C:12]3[CH:17]=[CH:16][CH:15]=[CH:14][CH:13]=3)[CH2:19][CH2:20]2)=[O:10])=[CH:6][CH:5]=1)([O-:3])=[O:2]. The catalyst class is: 624. (2) Reactant: Cl.[N:2]1([C:7]2[N:12]=[C:11]([C:13]3[S:17][C:16]([NH:18]C(=O)C)=[N:15][C:14]=3[CH3:22])[CH:10]=[CH:9][CH:8]=2)[CH:6]=[CH:5][N:4]=[CH:3]1. Product: [N:2]1([C:7]2[N:12]=[C:11]([C:13]3[S:17][C:16]([NH2:18])=[N:15][C:14]=3[CH3:22])[CH:10]=[CH:9][CH:8]=2)[CH:6]=[CH:5][N:4]=[CH:3]1. The catalyst class is: 8.